Dataset: Reaction yield outcomes from USPTO patents with 853,638 reactions. Task: Predict the reaction yield, written as a fraction of the theoretical maximum amount of product (1.0 means a 100% yield; for example, 0.34 means a 34% yield). (1) The reactants are [Cl:1][C:2]1[CH:7]=[CH:6][C:5]([CH2:8]Cl)=[CH:4][N:3]=1.[NH2:10][C:11]1[CH:16]=[CH:15][CH:14]=[CH:13][N:12]=1. The catalyst is CN(C)C=O. The product is [ClH:1].[Cl:1][C:2]1[N:3]=[CH:4][C:5]([CH2:8][N:12]2[CH:13]=[CH:14][CH:15]=[CH:16][C:11]2=[NH:10])=[CH:6][CH:7]=1. The yield is 0.440. (2) The reactants are [C:1]12([CH2:11][O:12][C:13]3[C:25](Cl)=[CH:24][C:16]([C:17]([O:19][C:20]([CH3:23])([CH3:22])[CH3:21])=[O:18])=[C:15]([F:27])[CH:14]=3)[CH2:10][CH:5]3[CH2:6][CH:7]([CH2:9][CH:3]([CH2:4]3)[CH2:2]1)[CH2:8]2.[CH:28]1(B(O)O)[CH2:30][CH2:29]1.P([O-])([O-])([O-])=O.[K+].[K+].[K+].F[B-](F)(F)F.C1(P(C2CCCCC2)C2CCCCC2)CCCCC1. The catalyst is C1(C)C=CC=CC=1.O.C([O-])(=O)C.[Pd+2].C([O-])(=O)C. The product is [C:1]12([CH2:11][O:12][C:13]3[C:25]([CH:28]4[CH2:30][CH2:29]4)=[CH:24][C:16]([C:17]([O:19][C:20]([CH3:23])([CH3:22])[CH3:21])=[O:18])=[C:15]([F:27])[CH:14]=3)[CH2:10][CH:5]3[CH2:6][CH:7]([CH2:9][CH:3]([CH2:4]3)[CH2:2]1)[CH2:8]2. The yield is 0.860. (3) The reactants are Br[C:2]1[CH:23]=[CH:22][C:5]([C:6]([NH:8][S:9]([C:12]2[CH:17]=[CH:16][CH:15]=[CH:14][C:13]=2[S:18](=[O:21])(=[O:20])[NH2:19])(=[O:11])=[O:10])=[O:7])=[CH:4][N:3]=1.[CH3:24][C:25]([CH3:38])([CH3:37])[C:26]#[C:27]B(OC(C)C)OC(C)C. No catalyst specified. The product is [CH3:24][C:25]([CH3:38])([CH3:37])[C:26]#[C:27][C:2]1[CH:23]=[CH:22][C:5]([C:6]([NH:8][S:9]([C:12]2[CH:17]=[CH:16][CH:15]=[CH:14][C:13]=2[S:18](=[O:21])(=[O:20])[NH2:19])(=[O:11])=[O:10])=[O:7])=[CH:4][N:3]=1. The yield is 0.250. (4) The reactants are [CH3:1][O:2][C:3]1[CH:12]=[C:11]2[C:6]([C:7](=[O:21])[C:8]([C:13]3[CH:18]=[CH:17][CH:16]=[C:15]([O:19][CH3:20])[CH:14]=3)=[CH:9][O:10]2)=[CH:5][CH:4]=1.CC(C[AlH]CC(C)C)C. The catalyst is C1COCC1. The product is [CH3:1][O:2][C:3]1[CH:12]=[C:11]2[C:6]([C:7](=[O:21])[CH:8]([C:13]3[CH:18]=[CH:17][CH:16]=[C:15]([O:19][CH3:20])[CH:14]=3)[CH2:9][O:10]2)=[CH:5][CH:4]=1. The yield is 1.00. (5) The reactants are N(C(N1CCCCC1)=O)=NC(N1CCCCC1)=O.[OH:19][C:20]1[CH:21]=[C:22]2[C:26](=[CH:27][CH:28]=1)[NH:25][C:24]([CH2:29][CH:30]([CH3:35])[C:31]([O:33][CH3:34])=[O:32])=[CH:23]2.O[CH2:37][CH2:38][CH2:39][NH:40][C:41]1[CH:46]=[CH:45][CH:44]=[CH:43][N:42]=1.C(P(CCCC)CCCC)CCC. The catalyst is O1CCCC1. The product is [CH3:35][CH:30]([CH2:29][C:24]1[NH:25][C:26]2[C:22]([CH:23]=1)=[CH:21][C:20]([O:19][CH2:37][CH2:38][CH2:39][NH:40][C:41]1[CH:46]=[CH:45][CH:44]=[CH:43][N:42]=1)=[CH:28][CH:27]=2)[C:31]([O:33][CH3:34])=[O:32]. The yield is 0.150. (6) The reactants are [Cl:1][C:2]1[CH:3]=[C:4]([C:8]2[O:9][N:10]=[C:11]3[CH:16]=[CH:15][C:14]([C:17]4([C:22]5[CH:27]=[CH:26][C:25]([Cl:28])=[CH:24][CH:23]=5)OCC[O:18]4)=[CH:13][C:12]=23)[CH:5]=[CH:6][CH:7]=1.N. The catalyst is Cl.CO. The product is [Cl:28][C:25]1[CH:24]=[CH:23][C:22]([C:17]([C:14]2[CH:15]=[CH:16][C:11]3[C:12]([CH:13]=2)=[C:8]([C:4]2[CH:5]=[CH:6][CH:7]=[C:2]([Cl:1])[CH:3]=2)[O:9][N:10]=3)=[O:18])=[CH:27][CH:26]=1. The yield is 0.930. (7) The reactants are [C:1](=[S:3])=S.[NH2:4][C:5]1[CH:13]=[CH:12][C:8]([C:9]([OH:11])=[O:10])=[C:7]([OH:14])[CH:6]=1.C(N(CC)CC)C.II.Cl.S([O-])([O-])=O.[Na+].[Na+].C(=O)([O-])O.[Na+]. The catalyst is O.C(OCC)(=O)C.O1CCCC1. The product is [N:4]([C:5]1[CH:13]=[CH:12][C:8]([C:9]([OH:11])=[O:10])=[C:7]([OH:14])[CH:6]=1)=[C:1]=[S:3]. The yield is 0.640.